From a dataset of Full USPTO retrosynthesis dataset with 1.9M reactions from patents (1976-2016). Predict the reactants needed to synthesize the given product. Given the product [C:40](=[S:42])([O:5][CH2:6][C@@H:7]([NH:12][C:13]1[C:18]([F:19])=[CH:17][N:16]=[C:15]([C:20]2[C:28]3[C:23](=[N:24][CH:25]=[C:26]([F:29])[CH:27]=3)[N:22]([S:30]([C:33]3[CH:34]=[CH:35][C:36]([CH3:37])=[CH:38][CH:39]=3)(=[O:31])=[O:32])[CH:21]=2)[CH:14]=1)[C:8]([CH3:10])([CH3:9])[CH3:11])[CH3:41], predict the reactants needed to synthesize it. The reactants are: CS([O:5][CH2:6][C@@H:7]([NH:12][C:13]1[C:18]([F:19])=[CH:17][N:16]=[C:15]([C:20]2[C:28]3[C:23](=[N:24][CH:25]=[C:26]([F:29])[CH:27]=3)[N:22]([S:30]([C:33]3[CH:39]=[CH:38][C:36]([CH3:37])=[CH:35][CH:34]=3)(=[O:32])=[O:31])[CH:21]=2)[CH:14]=1)[C:8]([CH3:11])([CH3:10])[CH3:9])(=O)=O.[C:40]([O-])(=[S:42])[CH3:41].[K+].O.